Dataset: Reaction yield outcomes from USPTO patents with 853,638 reactions. Task: Predict the reaction yield, written as a fraction of the theoretical maximum amount of product (1.0 means a 100% yield; for example, 0.34 means a 34% yield). (1) The reactants are [F:1][C:2]1[CH:7]=[CH:6][C:5]([N:8]2[C:16]3[C:11](=[CH:12][C:13]([CH:17]([C:24]4[CH:29]=[CH:28][CH:27]=[CH:26][CH:25]=4)[C:18]([CH3:23])([CH3:22])[C:19]([OH:21])=O)=[CH:14][CH:15]=3)[CH:10]=[CH:9]2)=[CH:4][CH:3]=1.[NH2:30][C:31]1[S:32][CH:33]=[CH:34][N:35]=1.C(N(C(C)C)CC)(C)C.CN(C(ON1N=NC2C=CC=NC1=2)=[N+](C)C)C.F[P-](F)(F)(F)(F)F. The catalyst is CN(C=O)C. The product is [F:1][C:2]1[CH:3]=[CH:4][C:5]([N:8]2[C:16]3[C:11](=[CH:12][C:13]([CH:17]([C:24]4[CH:25]=[CH:26][CH:27]=[CH:28][CH:29]=4)[C:18]([CH3:22])([CH3:23])[C:19]([NH:30][C:31]4[S:32][CH:33]=[CH:34][N:35]=4)=[O:21])=[CH:14][CH:15]=3)[CH:10]=[CH:9]2)=[CH:6][CH:7]=1. The yield is 0.220. (2) The reactants are [CH2:1](N(CC)CC)C.[CH3:8][O:9][C:10]1[CH:17]=[CH:16][C:13]([CH2:14][NH2:15])=[CH:12][CH:11]=1.Cl[C:19]1[C:24]([C:25]([OH:27])=[O:26])=[CH:23][C:22]([C:28]([F:31])([F:30])[F:29])=[CH:21][N:20]=1.C[Si](C=[N+]=[N-])(C)C.CCCCCC. The catalyst is C(#N)C. The product is [CH3:8][O:9][C:10]1[CH:17]=[CH:16][C:13]([CH2:14][NH:15][C:19]2[C:24]([C:25]([O:27][CH3:1])=[O:26])=[CH:23][C:22]([C:28]([F:31])([F:30])[F:29])=[CH:21][N:20]=2)=[CH:12][CH:11]=1. The yield is 0.180. (3) The reactants are Br[C:2]1[CH:3]=[C:4]([CH:7]=[CH:8][CH:9]=1)[CH:5]=[O:6].[C:10]([Si:12]([CH3:15])([CH3:14])[CH3:13])#[CH:11]. The product is [CH3:13][Si:12]([C:10]#[C:11][C:2]1[CH:3]=[C:4]([CH:7]=[CH:8][CH:9]=1)[CH:5]=[O:6])([CH3:15])[CH3:14]. The catalyst is C(N(CC)CC)C.C([O-])(=O)C.[Pd+2].C([O-])(=O)C.C1(P(C2C=CC=CC=2)C2C=CC=CC=2)C=CC=CC=1. The yield is 0.780. (4) The reactants are [F:1][C:2]1[CH:7]=[CH:6][CH:5]=[C:4]([F:8])[C:3]=1[C:9]1[S:10][CH:11]=[C:12]([C:14]([O:16]CC)=[O:15])[N:13]=1.O.[OH-].[Li+].O.Cl. The catalyst is C1COCC1.CCOC(C)=O. The product is [F:8][C:4]1[CH:5]=[CH:6][CH:7]=[C:2]([F:1])[C:3]=1[C:9]1[S:10][CH:11]=[C:12]([C:14]([OH:16])=[O:15])[N:13]=1. The yield is 0.970. (5) The reactants are Cl[CH2:2][C:3]([NH:5][CH2:6][CH2:7][CH2:8][CH2:9][CH2:10][CH2:11][NH:12][C:13](=[O:19])[O:14][C:15]([CH3:18])([CH3:17])[CH3:16])=[O:4].[OH:20][C:21]1[CH:30]=[CH:29][CH:28]=[C:23]([C:24]([O:26][CH3:27])=[O:25])[C:22]=1[C:31]([O:33][CH3:34])=[O:32].C(=O)([O-])[O-].[Cs+].[Cs+]. The catalyst is CC#N.CCOC(C)=O. The product is [C:15]([O:14][C:13]([NH:12][CH2:11][CH2:10][CH2:9][CH2:8][CH2:7][CH2:6][NH:5][C:3](=[O:4])[CH2:2][O:20][C:21]1[CH:30]=[CH:29][CH:28]=[C:23]([C:24]([O:26][CH3:27])=[O:25])[C:22]=1[C:31]([O:33][CH3:34])=[O:32])=[O:19])([CH3:18])([CH3:17])[CH3:16]. The yield is 0.710. (6) The reactants are [O:1]1[CH2:4][CH:3]([CH2:5][OH:6])[CH2:2]1.[H-].[Na+].[Br:9][C:10]1[CH:15]=[CH:14][C:13](F)=[CH:12][CH:11]=1. The catalyst is CN(C=O)C. The product is [Br:9][C:10]1[CH:15]=[CH:14][C:13]([O:6][CH2:5][CH:3]2[CH2:4][O:1][CH2:2]2)=[CH:12][CH:11]=1. The yield is 0.150. (7) The reactants are Cl[C:2]1[N:20]=[CH:19][CH:18]=[CH:17][C:3]=1[C:4]([NH:6][C:7]1[CH:12]=[CH:11][CH:10]=[CH:9][C:8]=1[NH:13][CH:14]1[CH2:16][CH2:15]1)=[O:5].[H-].[Na+]. The catalyst is N1C=CC=CC=1. The product is [CH:14]1([N:13]2[C:2]3[N:20]=[CH:19][CH:18]=[CH:17][C:3]=3[C:4](=[O:5])[NH:6][C:7]3[CH:12]=[CH:11][CH:10]=[CH:9][C:8]2=3)[CH2:16][CH2:15]1. The yield is 0.680.